Dataset: Catalyst prediction with 721,799 reactions and 888 catalyst types from USPTO. Task: Predict which catalyst facilitates the given reaction. (1) Reactant: [CH3:1][N:2]1[C@@H:18]2[CH2:19][C:7]3[CH:8]=[CH:9][C:10]([O:21][CH3:22])=[C:11]4[O:12][C@H:13]5[C@@H:14]([OH:20])[CH:15]=[CH:16][C@@H:17]2[C@:5]5([C:6]=34)[CH2:4][CH2:3]1. Product: [CH3:1][N:2]1[C@@H:18]2[CH2:19][C:7]3[CH:8]=[CH:9][C:10]([O:21][CH3:22])=[C:11]4[O:12][C@H:13]5[C:14]([CH2:15][CH2:16][C@@H:17]2[C@:5]5([C:6]=34)[CH2:4][CH2:3]1)=[O:20]. The catalyst class is: 5. (2) Reactant: [O:1]=[C:2]1[NH:7][C:6]([C:8]([F:11])([F:10])[F:9])=[C:5]([C:12]([O:14][CH2:15][CH3:16])=[O:13])[CH:4]=[CH:3]1.[Br:17]N1C(=O)CCC1=O. Product: [Br:17][C:3]1[C:2](=[O:1])[NH:7][C:6]([C:8]([F:9])([F:10])[F:11])=[C:5]([C:12]([O:14][CH2:15][CH3:16])=[O:13])[CH:4]=1. The catalyst class is: 53. (3) Reactant: [NH2:1][CH:2]([C:6]1[N:7]([CH2:17][C:18]2[CH:23]=[CH:22][CH:21]=[CH:20][CH:19]=2)[C:8](=[O:16])[C:9]2[C:14]([CH3:15])=[N:13][S:12][C:10]=2[N:11]=1)[CH:3]([CH3:5])[CH3:4].[C:24]([O:28][C:29](=[O:35])[NH:30][CH2:31][CH2:32][CH:33]=O)([CH3:27])([CH3:26])[CH3:25].C(O)(=O)C.C(O[BH-](OC(=O)C)OC(=O)C)(=O)C.[Na+]. Product: [C:24]([O:28][C:29](=[O:35])[NH:30][CH2:31][CH2:32][CH2:33][NH:1][CH:2]([C:6]1[N:7]([CH2:17][C:18]2[CH:19]=[CH:20][CH:21]=[CH:22][CH:23]=2)[C:8](=[O:16])[C:9]2[C:14]([CH3:15])=[N:13][S:12][C:10]=2[N:11]=1)[CH:3]([CH3:5])[CH3:4])([CH3:27])([CH3:26])[CH3:25]. The catalyst class is: 2. (4) Reactant: [Cl:1][C:2]1[C:7]([NH:8][C:9](=[O:17])[CH2:10][C:11]2[CH:16]=[CH:15][CH:14]=[CH:13][CH:12]=2)=[CH:6][N:5]=[C:4]([C:18]2[CH:23]=[CH:22][CH:21]=[CH:20][CH:19]=2)[N:3]=1.Cl.CN.[CH2:27]([N:29](CC)CC)C. Product: [ClH:1].[CH3:27][NH:29][C:2]1[C:7]([NH:8][C:9](=[O:17])[CH2:10][C:11]2[CH:16]=[CH:15][CH:14]=[CH:13][CH:12]=2)=[CH:6][N:5]=[C:4]([C:18]2[CH:23]=[CH:22][CH:21]=[CH:20][CH:19]=2)[N:3]=1. The catalyst class is: 32. (5) Reactant: [OH:1][CH2:2][CH:3]1[C:31]2[C:26](=[CH:27][CH:28]=[CH:29][CH:30]=2)[O:25][C:5]2([CH2:10][CH2:9][N:8]([C:11]([C:13]3[CH:18]=[CH:17][C:16]([O:19][CH:20]([CH3:22])[CH3:21])=[C:15]([O:23][CH3:24])[CH:14]=3)=[O:12])[CH2:7][CH2:6]2)[CH2:4]1.[CH3:32]C(OI1(OC(C)=O)(OC(C)=O)OC(=O)C2C=CC=CC1=2)=O.C[Mg]Cl. Product: [OH:1][CH:2]([CH:3]1[C:31]2[C:26](=[CH:27][CH:28]=[CH:29][CH:30]=2)[O:25][C:5]2([CH2:10][CH2:9][N:8]([C:11]([C:13]3[CH:18]=[CH:17][C:16]([O:19][CH:20]([CH3:21])[CH3:22])=[C:15]([O:23][CH3:24])[CH:14]=3)=[O:12])[CH2:7][CH2:6]2)[CH2:4]1)[CH3:32]. The catalyst class is: 4. (6) Product: [CH:1]([N:4]1[C:8]([C:9]2[N:18]=[C:17]3[N:11]([CH2:12][CH2:13][O:14][C:15]4[CH:22]=[C:21]([O:23][C:24]([C:29]5[CH:30]=[CH:31][CH:32]=[CH:33][CH:34]=5)([CH2:27][O:28][S:44]([CH3:43])(=[O:46])=[O:45])[CH2:25][O:26][S:44]([CH3:43])(=[O:46])=[O:45])[CH:20]=[CH:19][C:16]=43)[CH:10]=2)=[N:7][C:6]([CH3:35])=[N:5]1)([CH3:3])[CH3:2]. Reactant: [CH:1]([N:4]1[C:8]([C:9]2[N:18]=[C:17]3[N:11]([CH2:12][CH2:13][O:14][C:15]4[CH:22]=[C:21]([O:23][C:24]([C:29]5[CH:34]=[CH:33][CH:32]=[CH:31][CH:30]=5)([CH2:27][OH:28])[CH2:25][OH:26])[CH:20]=[CH:19][C:16]=43)[CH:10]=2)=[N:7][C:6]([CH3:35])=[N:5]1)([CH3:3])[CH3:2].CCN(CC)CC.[CH3:43][S:44](Cl)(=[O:46])=[O:45]. The catalyst class is: 2.